This data is from Reaction yield outcomes from USPTO patents with 853,638 reactions. The task is: Predict the reaction yield, written as a fraction of the theoretical maximum amount of product (1.0 means a 100% yield; for example, 0.34 means a 34% yield). (1) The product is [CH3:1][O:2][C:3]1[CH:13]=[CH:12][C:6]2[N:7]=[C:8]([N:10]3[C:23](=[O:24])[CH:22]=[C:14]([C:15]4[CH:20]=[CH:19][CH:18]=[CH:17][CH:16]=4)[NH:11]3)[S:9][C:5]=2[CH:4]=1. The catalyst is CCO. The reactants are [CH3:1][O:2][C:3]1[CH:13]=[CH:12][C:6]2[N:7]=[C:8]([NH:10][NH2:11])[S:9][C:5]=2[CH:4]=1.[C:14]([CH2:22][C:23](OCC)=[O:24])(=O)[C:15]1[CH:20]=[CH:19][CH:18]=[CH:17][CH:16]=1. The yield is 0.890. (2) The yield is 0.630. The product is [CH3:1][C:2]1[CH:11]=[CH:10][CH:9]=[C:8]2[C:3]=1[C:4](=[O:46])[N:5]([C:32]1[CH:37]=[CH:36][CH:35]=[C:34]([C:59]#[C:58][Si:55]([CH3:57])([CH3:56])[CH3:54])[CH:33]=1)[C:6]([CH:12]([NH:14][C:15]1[N:23]=[CH:22][N:21]=[C:20]3[C:16]=1[N:17]=[CH:18][N:19]3[CH2:24][O:25][CH2:26][CH2:27][Si:28]([CH3:29])([CH3:31])[CH3:30])[CH3:13])=[N:7]2. The reactants are [CH3:1][C:2]1[CH:11]=[CH:10][CH:9]=[C:8]2[C:3]=1[C:4](=[O:46])[N:5]([C:32]1[CH:33]=[C:34](OS(C(F)(F)F)(=O)=O)[CH:35]=[CH:36][CH:37]=1)[C:6]([CH:12]([NH:14][C:15]1[N:23]=[CH:22][N:21]=[C:20]3[C:16]=1[N:17]=[CH:18][N:19]3[CH2:24][O:25][CH2:26][CH2:27][Si:28]([CH3:31])([CH3:30])[CH3:29])[CH3:13])=[N:7]2.C(N(CC)CC)C.[CH3:54][Si:55]([C:58]#[CH:59])([CH3:57])[CH3:56]. The catalyst is Cl[Pd](Cl)([P](C1C=CC=CC=1)(C1C=CC=CC=1)C1C=CC=CC=1)[P](C1C=CC=CC=1)(C1C=CC=CC=1)C1C=CC=CC=1.CN(C=O)C.